Dataset: CYP2C9 inhibition data for predicting drug metabolism from PubChem BioAssay. Task: Regression/Classification. Given a drug SMILES string, predict its absorption, distribution, metabolism, or excretion properties. Task type varies by dataset: regression for continuous measurements (e.g., permeability, clearance, half-life) or binary classification for categorical outcomes (e.g., BBB penetration, CYP inhibition). Dataset: cyp2c9_veith. (1) The compound is CCCCc1nc2ccccc2c(=O)n1-c1ccc(Cl)cc1[N+](=O)[O-]. The result is 0 (non-inhibitor). (2) The drug is Cc1nc(N2CCOCC2)nc(N2CCN(c3ccccc3)CC2)c1[N+](=O)[O-]. The result is 1 (inhibitor). (3) The compound is COc1ccc(C(C(=O)NC(C)(C)C)N(C(=O)CNC(=O)c2cccs2)c2ccc(C(C)C)cc2)cc1OC. The result is 0 (non-inhibitor). (4) The drug is CC1CCCN(CC(O)COCC2COc3ccccc3O2)C1.Cl. The result is 0 (non-inhibitor). (5) The result is 0 (non-inhibitor). The compound is CN(C)/C=C/C(=O)c1ccc(Cl)cc1. (6) The compound is O=c1cnc2cnc(Oc3ccccc3)nc2n1Cc1cccs1. The result is 1 (inhibitor). (7) The compound is CCc1c(C(=O)O)[nH]c2ccc(Br)cc12. The result is 1 (inhibitor). (8) The drug is CCOC(=O)Nc1ccc(C(=O)NCC2CCCO2)cc1. The result is 0 (non-inhibitor). (9) The drug is Cn1nnc(NC(=O)c2ccco2)n1. The result is 0 (non-inhibitor). (10) The molecule is CO[C@@H](NC(N)=O)C(=O)O. The result is 0 (non-inhibitor).